This data is from Full USPTO retrosynthesis dataset with 1.9M reactions from patents (1976-2016). The task is: Predict the reactants needed to synthesize the given product. (1) Given the product [F:1][C:2]1[CH:7]=[CH:6][C:5]([NH:8][N:9]=[CH:13][C:12]2[CH:15]=[CH:16][C:17]([OH:19])=[CH:18][C:11]=2[OH:10])=[CH:4][CH:3]=1, predict the reactants needed to synthesize it. The reactants are: [F:1][C:2]1[CH:7]=[CH:6][C:5]([NH:8][NH2:9])=[CH:4][CH:3]=1.[OH:10][C:11]1[CH:18]=[C:17]([OH:19])[CH:16]=[CH:15][C:12]=1[CH:13]=O. (2) Given the product [CH2:3]([NH:6][C:7]1[C:12]([CH2:20][CH2:21][CH3:22])=[N:11][CH:10]=[C:9]([O:15][CH3:14])[N:8]=1)[CH3:4], predict the reactants needed to synthesize it. The reactants are: CC[CH:3]([NH:6][C:7]1[CH:12]=[N:11][CH:10]=[C:9](Cl)[N:8]=1)[CH2:4]C.[CH3:14][O-:15].[Na+].CN1[CH2:22][CH2:21][CH2:20]C1=O. (3) The reactants are: [F:1][C:2]1[CH:3]=[CH:4][C:5]2[N:6]([CH2:16][C@@H:17]3[CH2:19][O:18]3)[C:7]3[C:12]([C:13]=2[CH:14]=1)=[CH:11][C:10]([F:15])=[CH:9][CH:8]=3.[NH2:20][CH2:21][C@H:22]([NH:24][C:25](=[O:31])[O:26][C:27]([CH3:30])([CH3:29])[CH3:28])[CH3:23]. Given the product [F:15][C:10]1[CH:9]=[CH:8][C:7]2[N:6]([CH2:16][C@@H:17]([OH:18])[CH2:19][NH:20][CH2:21][C@H:22]([NH:24][C:25](=[O:31])[O:26][C:27]([CH3:30])([CH3:29])[CH3:28])[CH3:23])[C:5]3[C:13]([C:12]=2[CH:11]=1)=[CH:14][C:2]([F:1])=[CH:3][CH:4]=3, predict the reactants needed to synthesize it. (4) Given the product [Cl:26][C:18]1[CH:17]=[CH:16][N:15]=[C:14]2[N:10]([C:9]3[CH:8]=[CH:7][C:4]([C:5]#[N:6])=[CH:3][C:2]=3[CH3:1])[N:11]=[C:12]([C:20]([F:23])([F:22])[F:21])[C:13]=12, predict the reactants needed to synthesize it. The reactants are: [CH3:1][C:2]1[CH:3]=[C:4]([CH:7]=[CH:8][C:9]=1[N:10]1[C:14]2[NH:15][CH:16]=[CH:17][C:18](=O)[C:13]=2[C:12]([C:20]([F:23])([F:22])[F:21])=[N:11]1)[C:5]#[N:6].S(Cl)([Cl:26])=O.CN(C=O)C.O. (5) The reactants are: [NH2:1][C:2]1[CH:11]=[C:10]2[C:5]([CH:6]=[CH:7][CH:8]=[N:9]2)=[CH:4][CH:3]=1.[CH3:12][C:13]1[CH:14]=[C:15]([CH:19]=[C:20]([CH3:32])[C:21]=1[C:22]1[CH:30]=[CH:29][C:25]2[O:26][CH2:27][O:28][C:24]=2[C:23]=1[CH3:31])[C:16](O)=[O:17]. Given the product [CH3:32][C:20]1[CH:19]=[C:15]([CH:14]=[C:13]([CH3:12])[C:21]=1[C:22]1[CH:30]=[CH:29][C:25]2[O:26][CH2:27][O:28][C:24]=2[C:23]=1[CH3:31])[C:16]([NH:1][C:2]1[CH:11]=[C:10]2[C:5]([CH:6]=[CH:7][CH:8]=[N:9]2)=[CH:4][CH:3]=1)=[O:17], predict the reactants needed to synthesize it. (6) Given the product [CH2:28]([C:12]1[C:5]([OH:4])=[C:6]([CH:9]=[CH:10][C:11]=1[OH:13])[CH:7]=[O:8])[CH:23]=[CH2:24], predict the reactants needed to synthesize it. The reactants are: C([O:4][C:5]1[CH:12]=[C:11]([OH:13])[CH:10]=[CH:9][C:6]=1[CH:7]=[O:8])C=C.O.C(OCC)(=O)C.CN(C)[C:23]1[CH:28]=CC=C[CH:24]=1. (7) Given the product [CH3:1][O:2][C:3](=[O:31])[C@@H:4]([NH:14][C:15](=[O:30])[C:16]1[CH:21]=[CH:20][C:19]([C:22]#[C:23][C:24]2[CH:25]=[CH:26][CH:27]=[CH:28][CH:29]=2)=[CH:18][CH:17]=1)[CH2:5][NH2:6], predict the reactants needed to synthesize it. The reactants are: [CH3:1][O:2][C:3](=[O:31])[C@@H:4]([NH:14][C:15](=[O:30])[C:16]1[CH:21]=[CH:20][C:19]([C:22]#[C:23][C:24]2[CH:29]=[CH:28][CH:27]=[CH:26][CH:25]=2)=[CH:18][CH:17]=1)[CH2:5][NH:6]C(OC(C)(C)C)=O.Cl.